Dataset: Forward reaction prediction with 1.9M reactions from USPTO patents (1976-2016). Task: Predict the product of the given reaction. Given the reactants [Cl:1][C:2]1[NH:10][C:9]2[C:8](=[O:11])[N:7]([CH2:12][CH2:13][CH2:14][CH2:15]C(OCC)=O)[C:6](=[O:21])[N:5]([CH2:22][CH2:23][CH2:24][CH2:25][CH3:26])[C:4]=2[N:3]=1.CC[O-].[Na+].[Cl:31][C:32]1[CH:33]=[C:34]([CH2:38]/[C:39](=[N:42]/[H])/[NH:40][OH:41])[CH:35]=[CH:36][CH:37]=1, predict the reaction product. The product is: [Cl:1][C:2]1[NH:10][C:9]2[C:8](=[O:11])[N:7]([CH2:12][CH2:13][CH2:14][C:15]3[O:41][N:40]=[C:39]([CH2:38][C:34]4[CH:35]=[CH:36][CH:37]=[C:32]([Cl:31])[CH:33]=4)[N:42]=3)[C:6](=[O:21])[N:5]([CH2:22][CH2:23][CH2:24][CH2:25][CH3:26])[C:4]=2[N:3]=1.